This data is from PAMPA (Parallel Artificial Membrane Permeability Assay) permeability data from NCATS. The task is: Regression/Classification. Given a drug SMILES string, predict its absorption, distribution, metabolism, or excretion properties. Task type varies by dataset: regression for continuous measurements (e.g., permeability, clearance, half-life) or binary classification for categorical outcomes (e.g., BBB penetration, CYP inhibition). Dataset: pampa_ncats. (1) The drug is CCCCC1=CC=C(C=C1)NC(=O)C2=CC3=C(CCN3S(=O)(=O)C)C=C2. The result is 1 (high permeability). (2) The molecule is CCCC1=C(C(=N)C2=CC=CC=C2N1C)CC.I. The result is 0 (low-to-moderate permeability). (3) The compound is C1CCN(CC1)C2=NC3=C(S2)C(CC(=O)N3)C4=CC(=CC=C4)OCC(=O)N. The result is 1 (high permeability). (4) The compound is C1CC2=C(C(N=C(N2)NC3=NC4=CC=CC=C4O3)C5=C(C=NC=C5)Br)C(=O)C1. The result is 1 (high permeability). (5) The drug is COCCNCC1=CN=C(C=C1)C2=CC3=NC=CC(=C3S2)OC4=C(C=C(C=C4)NC(=S)NC(=O)CC5=CC=C(C=C5)F)F. The result is 1 (high permeability). (6) The molecule is C1=CC=C2C(=C1)C=CC=C2C3=CN=C(O3)NC4=CC=CC=C4C#N. The result is 1 (high permeability).